This data is from Full USPTO retrosynthesis dataset with 1.9M reactions from patents (1976-2016). The task is: Predict the reactants needed to synthesize the given product. (1) Given the product [F:1][C:2]1[CH:3]=[C:4]([S:8]([C:11]2[CH:16]=[CH:15][C:14]3[C:17]4[CH2:22][CH2:21][NH:20][C:19]([CH2:24][NH:25][C:26](=[O:30])[CH3:27])([CH3:23])[C:18]=4[O:31][C:13]=3[CH:12]=2)(=[O:9])=[O:10])[CH:5]=[CH:6][CH:7]=1, predict the reactants needed to synthesize it. The reactants are: [F:1][C:2]1[CH:3]=[C:4]([S:8]([C:11]2[CH:16]=[CH:15][C:14]3[C:17]4[CH2:22][CH2:21][NH:20][C:19]([CH2:24][NH:25][C:26](=[O:30])[CH:27](C)C)([CH3:23])[C:18]=4[O:31][C:13]=3[CH:12]=2)(=[O:10])=[O:9])[CH:5]=[CH:6][CH:7]=1.CC(OCC1C2C(=CC=CC=2)C(COC(C)=O)=C2C=1C=CC=C2)=O.CC(C)C(OC(=O)C(C)C)=O. (2) Given the product [Br:12][C:13]1[CH:22]=[CH:21][C:4]2[C:3]([OH:5])=[N:2][O:1][C:15]=2[CH:14]=1, predict the reactants needed to synthesize it. The reactants are: [OH:1][NH:2][C:3](=[O:5])[CH3:4].CC([O-])(C)C.[K+].[Br:12][C:13]1[CH:22]=[CH:21]C(C(OC)=O)=[C:15](F)[CH:14]=1.